This data is from Catalyst prediction with 721,799 reactions and 888 catalyst types from USPTO. The task is: Predict which catalyst facilitates the given reaction. (1) Reactant: [CH3:1][C:2]1[CH:7]=[CH:6][C:5]([CH3:8])=[CH:4][C:3]=1[C:9]1[N:10]=[C:11]([N:29]2[CH2:34][CH2:33][NH:32][CH2:31][C@H:30]2[CH3:35])[C:12]2[CH2:18][N:17]([C:19]3[CH:24]=[C:23]([CH:25]([CH3:27])[CH3:26])[CH:22]=[CH:21][C:20]=3[CH3:28])[CH2:16][CH2:15][C:13]=2[N:14]=1.Br[CH2:37][C:38]([NH2:40])=[O:39].CCN(C(C)C)C(C)C. Product: [CH3:1][C:2]1[CH:7]=[CH:6][C:5]([CH3:8])=[CH:4][C:3]=1[C:9]1[N:10]=[C:11]([N:29]2[CH2:34][CH2:33][N:32]([CH2:37][C:38]([NH2:40])=[O:39])[CH2:31][C@H:30]2[CH3:35])[C:12]2[CH2:18][N:17]([C:19]3[CH:24]=[C:23]([CH:25]([CH3:27])[CH3:26])[CH:22]=[CH:21][C:20]=3[CH3:28])[CH2:16][CH2:15][C:13]=2[N:14]=1. The catalyst class is: 91. (2) Reactant: [NH2:1][C:2]1[C:3]([C:11]([OH:13])=[O:12])=[CH:4][C:5]2[O:9][CH2:8][O:7][C:6]=2[CH:10]=1.[CH:14](=O)[CH:15]([CH3:17])[CH3:16].C(O)(=O)C.C(O[BH-](OC(=O)C)OC(=O)C)(=O)C.[Na+]. Product: [CH2:14]([NH:1][C:2]1[C:3]([C:11]([OH:13])=[O:12])=[CH:4][C:5]2[O:9][CH2:8][O:7][C:6]=2[CH:10]=1)[CH:15]([CH3:17])[CH3:16]. The catalyst class is: 279. (3) Reactant: [NH2:1][C:2]1[CH:6]=[C:5]([C:7]2[CH:12]=[CH:11][C:10]([Br:13])=[CH:9][CH:8]=2)[S:4][C:3]=1C(O)=O.CN1CCNCC1.CN1CCCC1=O.CCOC(C)=O. Product: [Br:13][C:10]1[CH:9]=[CH:8][C:7]([C:5]2[S:4][CH:3]=[C:2]([NH2:1])[CH:6]=2)=[CH:12][CH:11]=1. The catalyst class is: 6.